Dataset: Forward reaction prediction with 1.9M reactions from USPTO patents (1976-2016). Task: Predict the product of the given reaction. (1) Given the reactants [CH3:1][CH:2]1[CH2:7][N:6](C(OCC2C=CC=CC=2)=O)[CH2:5][CH2:4][N:3]1[C:18]([O:20][C:21]([CH3:24])([CH3:23])[CH3:22])=[O:19], predict the reaction product. The product is: [CH3:1][CH:2]1[CH2:7][NH:6][CH2:5][CH2:4][N:3]1[C:18]([O:20][C:21]([CH3:22])([CH3:24])[CH3:23])=[O:19]. (2) The product is: [C:1]([O:5][C:6](=[O:26])[C:7]([S:10][C:11]1[S:12][CH:13]=[C:14]([CH2:16][CH2:17][O:18][C:19]2[CH:20]=[CH:21][C:22]([O:25][CH2:32][C:31]3[CH:34]=[CH:35][C:28]([Cl:27])=[CH:29][CH:30]=3)=[CH:23][CH:24]=2)[N:15]=1)([CH3:9])[CH3:8])([CH3:2])([CH3:3])[CH3:4]. Given the reactants [C:1]([O:5][C:6](=[O:26])[C:7]([S:10][C:11]1[S:12][CH:13]=[C:14]([CH2:16][CH2:17][O:18][C:19]2[CH:24]=[CH:23][C:22]([OH:25])=[CH:21][CH:20]=2)[N:15]=1)([CH3:9])[CH3:8])([CH3:4])([CH3:3])[CH3:2].[Cl:27][C:28]1[CH:35]=[CH:34][C:31]([CH2:32]Br)=[CH:30][CH:29]=1.C(=O)([O-])[O-].[K+].[K+], predict the reaction product. (3) Given the reactants [Cl:1][C:2]1[CH:3]=[C:4]([C:12]2[O:16][N:15]=[C:14]([C:17]3[CH:22]=[CH:21][C:20]([OH:23])=[CH:19][C:18]=3[CH3:24])[N:13]=2)[CH:5]=[CH:6][C:7]=1[O:8][CH:9]([CH3:11])[CH3:10].[Br:25][CH2:26][CH2:27]Br.C(=O)([O-])[O-].[K+].[K+], predict the reaction product. The product is: [Br:25][CH2:26][CH2:27][O:23][C:20]1[CH:21]=[CH:22][C:17]([C:14]2[N:13]=[C:12]([C:4]3[CH:5]=[CH:6][C:7]([O:8][CH:9]([CH3:10])[CH3:11])=[C:2]([Cl:1])[CH:3]=3)[O:16][N:15]=2)=[C:18]([CH3:24])[CH:19]=1. (4) Given the reactants [CH3:1][O-:2].[Na+].[CH2:4]([C:11]12[CH2:24][CH2:23][C:22](=[O:25])[CH:21]([CH3:26])[CH:12]1[CH2:13][CH2:14][C:15]1[C:19]2=[N:18][N:17]([CH3:20])[CH:16]=1)[C:5]1[CH:10]=[CH:9][CH:8]=[CH:7][CH:6]=1, predict the reaction product. The product is: [CH2:4]([C:11]12[CH2:24]/[C:23](=[CH:1]/[OH:2])/[C:22](=[O:25])[CH:21]([CH3:26])[CH:12]1[CH2:13][CH2:14][C:15]1[C:19]2=[N:18][N:17]([CH3:20])[CH:16]=1)[C:5]1[CH:10]=[CH:9][CH:8]=[CH:7][CH:6]=1. (5) Given the reactants [C:1]([C:3]1[CH:8]=[CH:7][CH:6]=[CH:5][C:4]=1[C:9]1[CH:14]=[CH:13][C:12]([CH2:15][CH:16]([C:22](=O)[CH2:23][CH2:24][CH3:25])[C:17](OCC)=[O:18])=[CH:11][CH:10]=1)#[N:2].[O:27]1[CH2:32][CH2:31][CH2:30][CH:29]([NH:33][C:34]2[NH:38][CH:37]=[N:36][N:35]=2)[CH2:28]1, predict the reaction product. The product is: [O:18]=[C:17]1[C:16]([CH2:15][C:12]2[CH:13]=[CH:14][C:9]([C:4]3[C:3]([C:1]#[N:2])=[CH:8][CH:7]=[CH:6][CH:5]=3)=[CH:10][CH:11]=2)=[C:22]([CH2:23][CH2:24][CH3:25])[N:35]2[N:36]=[CH:37][N:38]=[C:34]2[N:33]1[CH:29]1[CH2:30][CH2:31][CH2:32][O:27][CH2:28]1.